This data is from Full USPTO retrosynthesis dataset with 1.9M reactions from patents (1976-2016). The task is: Predict the reactants needed to synthesize the given product. Given the product [CH3:11][C:1]1[CH:6]=[CH:5][C:4]([S:7]([O:15][CH2:14][C@@H:13]([NH:12][S:7]([C:4]2[CH:5]=[CH:6][C:1]([CH3:11])=[CH:2][CH:3]=2)(=[O:9])=[O:8])[CH3:16])(=[O:9])=[O:8])=[CH:3][CH:2]=1, predict the reactants needed to synthesize it. The reactants are: [C:1]1([CH3:11])[CH:6]=[CH:5][C:4]([S:7](Cl)(=[O:9])=[O:8])=[CH:3][CH:2]=1.[NH2:12][C@@H:13]([CH3:16])[CH2:14][OH:15].